This data is from Reaction yield outcomes from USPTO patents with 853,638 reactions. The task is: Predict the reaction yield, written as a fraction of the theoretical maximum amount of product (1.0 means a 100% yield; for example, 0.34 means a 34% yield). (1) The reactants are [C:1]([O:5][C:6](=[O:25])[NH:7][CH2:8][C:9]#[C:10][C:11]1[CH:16]=[CH:15][C:14]([N+:17]([O-])=O)=[CH:13][C:12]=1[C:20]1[O:24][CH:23]=[N:22][CH:21]=1)([CH3:4])([CH3:3])[CH3:2]. The catalyst is [NH4+].[Cl-].CO.[Fe]. The product is [C:1]([O:5][C:6](=[O:25])[NH:7][CH2:8][C:9]#[C:10][C:11]1[CH:16]=[CH:15][C:14]([NH2:17])=[CH:13][C:12]=1[C:20]1[O:24][CH:23]=[N:22][CH:21]=1)([CH3:4])([CH3:2])[CH3:3]. The yield is 0.440. (2) The reactants are [CH3:1][N:2]([CH3:14])[C:3]1[CH:12]=[C:11]2[C:6]([CH:7]=[CH:8][C:9]([CH3:13])=[N:10]2)=[CH:5][CH:4]=1.[Se](=O)=[O:16]. No catalyst specified. The product is [CH3:1][N:2]([CH3:14])[C:3]1[CH:12]=[C:11]2[C:6]([CH:7]=[CH:8][C:9]([CH:13]=[O:16])=[N:10]2)=[CH:5][CH:4]=1. The yield is 0.420. (3) The reactants are C(C1C=CC(CN)=CC=1)(C)(C)C.O(C(OC(C)(C)C)=O)C(OC(C)(C)C)=O.[C:28]([C:32]1[CH:37]=[CH:36][C:35]([CH2:38][N:39]=[C:40]=[O:41])=[CH:34][CH:33]=1)([CH3:31])([CH3:30])[CH3:29].[NH2:42][CH2:43][C:44]1[CH:49]=[C:48]([CH:50]=[CH2:51])[C:47]([NH:52][S:53]([CH3:56])(=[O:55])=[O:54])=[C:46]([CH3:57])[CH:45]=1. The catalyst is C(Cl)Cl.CN(C1C=CN=CC=1)C. The product is [C:28]([C:32]1[CH:33]=[CH:34][C:35]([CH2:38][NH:39][C:40](=[O:41])[NH:42][CH2:43][C:44]2[CH:49]=[C:48]([CH:50]=[CH2:51])[C:47]([NH:52][S:53]([CH3:56])(=[O:55])=[O:54])=[C:46]([CH3:57])[CH:45]=2)=[CH:36][CH:37]=1)([CH3:31])([CH3:29])[CH3:30]. The yield is 0.239.